From a dataset of Catalyst prediction with 721,799 reactions and 888 catalyst types from USPTO. Predict which catalyst facilitates the given reaction. Reactant: C([O:3][C:4](=[O:27])[C:5]1[CH:10]=[CH:9][C:8]([C:11]#[C:12][C:13]2[CH:22]=[CH:21][C:20]3[C:19](=[O:23])[CH2:18][CH2:17][C:16]([CH3:25])([CH3:24])[C:15]=3[CH:14]=2)=[CH:7][C:6]=1[F:26])C.[OH-].[Na+]. Product: [F:26][C:6]1[CH:7]=[C:8]([C:11]#[C:12][C:13]2[CH:22]=[CH:21][C:20]3[C:19](=[O:23])[CH2:18][CH2:17][C:16]([CH3:25])([CH3:24])[C:15]=3[CH:14]=2)[CH:9]=[CH:10][C:5]=1[C:4]([OH:27])=[O:3]. The catalyst class is: 357.